Predict the product of the given reaction. From a dataset of Forward reaction prediction with 1.9M reactions from USPTO patents (1976-2016). (1) Given the reactants [C:1]([O:5][C:6]([N:8]1[CH2:12][CH:11]=[C:10]([CH2:13][CH:14]([C:18]([OH:20])=[O:19])C(O)=O)[CH2:9]1)=[O:7])([CH3:4])([CH3:3])[CH3:2].[CH3:21]N(C=O)C.C(OCC)(=O)C.[Cl-].[Na+], predict the reaction product. The product is: [C:1]([O:5][C:6]([N:8]1[CH2:12][CH:11]=[C:10]([CH2:13][CH2:14][C:18]([O:20][CH3:21])=[O:19])[CH2:9]1)=[O:7])([CH3:2])([CH3:3])[CH3:4]. (2) Given the reactants [F:1][C:2]([F:14])([CH3:13])[CH2:3][CH2:4][CH2:5][CH2:6][N:7]1[CH:11]=[CH:10][C:9]([NH2:12])=[N:8]1.[F:15][C:16]([F:29])([F:28])[C:17]1[CH:18]=[C:19](/[CH:23]=[CH:24]/[C:25](O)=[O:26])[CH:20]=[CH:21][CH:22]=1, predict the reaction product. The product is: [F:14][C:2]([F:1])([CH3:13])[CH2:3][CH2:4][CH2:5][CH2:6][N:7]1[CH:11]=[CH:10][C:9]([NH:12][C:25](=[O:26])/[CH:24]=[CH:23]/[C:19]2[CH:20]=[CH:21][CH:22]=[C:17]([C:16]([F:28])([F:29])[F:15])[CH:18]=2)=[N:8]1. (3) Given the reactants FC(F)(F)C1C=C(N[C:10](=[O:29])[NH:11][C:12]2[CH:17]=[CH:16][C:15]([C:18]3SC(CCC(OC)=O)=NC=3)=[CH:14][CH:13]=2)C=CC=1.[NH2:32][C:33]1[CH:38]=[CH:37][C:36]([C:39]2[S:43][C:42]([CH2:44][CH2:45][CH2:46][C:47]([O:49][CH3:50])=[O:48])=[N:41][N:40]=2)=[CH:35][CH:34]=1.N(C1C=CC(C)=CC=1)=C=O, predict the reaction product. The product is: [C:15]1([CH3:18])[CH:16]=[CH:17][C:12]([NH:11][C:10](=[O:29])[NH:32][C:33]2[CH:34]=[CH:35][C:36]([C:39]3[S:43][C:42]([CH2:44][CH2:45][CH2:46][C:47]([O:49][CH3:50])=[O:48])=[N:41][N:40]=3)=[CH:37][CH:38]=2)=[CH:13][CH:14]=1. (4) Given the reactants Br[C:2]1[CH:3]=[C:4]([CH:9]=[C:10]([Br:13])[C:11]=1[CH3:12])[C:5]([O:7][CH3:8])=[O:6].CC1(C)C(C)(C)OB(/[CH:22]=[CH:23]/[CH2:24][O:25][CH3:26])O1.C([O-])([O-])=O.[Na+].[Na+], predict the reaction product. The product is: [Br:13][C:10]1[CH:9]=[C:4]([CH:3]=[C:2](/[CH:22]=[CH:23]/[CH2:24][O:25][CH3:26])[C:11]=1[CH3:12])[C:5]([O:7][CH3:8])=[O:6]. (5) The product is: [Br:33][CH2:2][CH2:3][O:4][C:5]1[CH:6]=[CH:7][C:8]([C:21]2[NH:30][C:29](=[O:31])[C:28]3[C:23](=[CH:24][CH:25]=[CH:26][CH:27]=3)[N:22]=2)=[N:9][C:10]=1[C:11]1[CH:16]=[CH:15][C:14]([S:17]([CH3:20])(=[O:19])=[O:18])=[CH:13][CH:12]=1. Given the reactants O[CH2:2][CH2:3][O:4][C:5]1[CH:6]=[CH:7][C:8]([C:21]2[NH:30][C:29](=[O:31])[C:28]3[C:23](=[CH:24][CH:25]=[CH:26][CH:27]=3)[N:22]=2)=[N:9][C:10]=1[C:11]1[CH:16]=[CH:15][C:14]([S:17]([CH3:20])(=[O:19])=[O:18])=[CH:13][CH:12]=1.P(Br)(Br)[Br:33], predict the reaction product. (6) Given the reactants C1(P(C2C=CC=CC=2)C2C=CC=CC=2)C=CC=CC=1.[CH2:20]([O:22][C:23]1[CH:28]=[CH:27][C:26]([OH:29])=[CH:25][CH:24]=1)[CH3:21].N([C:37]([O:39][CH2:40][CH3:41])=O)=NC(OCC)=O.[C:42]1([CH3:48])[CH:47]=C[CH:45]=[CH:44][CH:43]=1.C1C[O:52][CH2:51][CH2:50]1, predict the reaction product. The product is: [CH2:20]([O:22][C:23]1[CH:28]=[CH:27][C:26]([O:29][CH2:48][C:42]2[CH:43]=[CH:44][C:45]3[C:41]([C:51](=[O:52])[CH3:50])=[CH:40][O:39][C:37]=3[CH:47]=2)=[CH:25][CH:24]=1)[CH3:21]. (7) Given the reactants [CH3:1][O:2][C:3](=[O:16])[C@@H:4]([NH:8][C:9]([O:11][C:12]([CH3:15])([CH3:14])[CH3:13])=[O:10])[C@H:5]([NH2:7])[CH3:6].[C:17](ON1C(=O)CCC1=O)([O:19][CH2:20][CH:21]1[C:33]2[C:28](=[CH:29][CH:30]=[CH:31][CH:32]=2)[C:27]2[C:22]1=[CH:23][CH:24]=[CH:25][CH:26]=2)=[O:18], predict the reaction product. The product is: [CH3:1][O:2][C:3](=[O:16])[C@@H:4]([NH:8][C:9]([O:11][C:12]([CH3:15])([CH3:14])[CH3:13])=[O:10])[C@H:5]([NH:7][C:17]([O:19][CH2:20][CH:21]1[C:22]2[CH:23]=[CH:24][CH:25]=[CH:26][C:27]=2[C:28]2[C:33]1=[CH:32][CH:31]=[CH:30][CH:29]=2)=[O:18])[CH3:6]. (8) Given the reactants [CH2:1](OCC1C=CC=CC=1)C1C=CC=CC=1.[NH2:16][CH2:17][CH2:18][N:19]1[C:27]2[C:22](=[CH:23][C:24]([N:28]3[C:32]([C:33]4[CH:38]=[C:37]([CH:39]([CH3:41])[CH3:40])[C:36]([O:42]CC5C=CC=CC=5)=[CH:35][C:34]=4[O:50]CC4C=CC=CC=4)=[N:31][N:30]=[C:29]3[OH:58])=[CH:25][CH:26]=2)[CH:21]=[CH:20]1, predict the reaction product. The product is: [OH:58][C:29]1[N:28]([C:24]2[CH:23]=[C:22]3[C:27](=[CH:26][CH:25]=2)[N:19]([CH2:18][CH2:17][NH:16][CH3:1])[CH:20]=[CH:21]3)[C:32]([C:33]2[CH:38]=[C:37]([CH:39]([CH3:40])[CH3:41])[C:36]([OH:42])=[CH:35][C:34]=2[OH:50])=[N:31][N:30]=1.